From a dataset of Reaction yield outcomes from USPTO patents with 853,638 reactions. Predict the reaction yield, written as a fraction of the theoretical maximum amount of product (1.0 means a 100% yield; for example, 0.34 means a 34% yield). (1) The reactants are [CH2:1]([C:5]1[NH:6][CH:7]=[CH:8][N:9]=1)[CH2:2][CH2:3][CH3:4].[CH3:10][Si:11]([CH3:18])([CH3:17])[CH2:12][CH2:13]OCCl.CN(C)[CH:21]=[O:22]. No catalyst specified. The product is [CH2:1]([C:5]1[NH:6][CH:7]=[C:8]([CH2:21][O:22][CH:12]([Si:11]([CH3:10])([CH3:17])[CH3:18])[CH3:13])[N:9]=1)[CH2:2][CH2:3][CH3:4]. The yield is 0.960. (2) The reactants are [F:1][C:2]([F:10])([CH:6]([OH:9])[CH2:7][CH3:8])[C:3]([OH:5])=[O:4].CS(O)(=O)=O.[C:16](O[C:16](=[O:20])[C:17]([CH3:19])=[CH2:18])(=[O:20])[C:17]([CH3:19])=[CH2:18]. The catalyst is C(#N)C. The product is [OH:4][C:3]([C:2]([F:10])([F:1])[CH:6]([O:9][C:16](=[O:20])[C:17]([CH3:19])=[CH2:18])[CH2:7][CH3:8])=[O:5]. The yield is 0.870. (3) The reactants are Br[C:2]1[N:6]2[N:7]=[C:8]([NH:11][CH2:12][CH2:13][CH2:14][N:15]3[CH2:19][CH2:18][CH2:17][C:16]3=[O:20])[CH:9]=[CH:10][C:5]2=[N:4][CH:3]=1.[CH:21](/B(O)O)=[CH:22]\[CH2:23][CH2:24][CH2:25][CH3:26].[ClH:30]. The catalyst is CCOCC. The product is [ClH:30].[CH:21](/[C:2]1[N:6]2[N:7]=[C:8]([NH:11][CH2:12][CH2:13][CH2:14][N:15]3[CH2:19][CH2:18][CH2:17][C:16]3=[O:20])[CH:9]=[CH:10][C:5]2=[N:4][CH:3]=1)=[CH:22]\[CH2:23][CH2:24][CH2:25][CH3:26]. The yield is 0.520. (4) The reactants are [CH2:1]([O:8][C:9]([N:11]1[CH2:16][CH2:15][C:14]2([CH2:21][CH2:20][C:19](=[O:22])[CH:18]=[CH:17]2)[CH2:13][CH2:12]1)=[O:10])[C:2]1[CH:7]=[CH:6][CH:5]=[CH:4][CH:3]=1.[CH3:23][N:24]([CH:26](N(C)C)N(C)C)[CH3:25]. The catalyst is C1(C)C=CC=CC=1. The product is [CH3:23][N:24]([CH:26]=[C:20]1[CH2:21][C:14]2([CH2:13][CH2:12][N:11]([C:9]([O:8][CH2:1][C:2]3[CH:7]=[CH:6][CH:5]=[CH:4][CH:3]=3)=[O:10])[CH2:16][CH2:15]2)[CH:17]=[CH:18][C:19]1=[O:22])[CH3:25]. The yield is 1.00. (5) The reactants are [Cl:1][C:2]1[NH:3][C:4]2[C:9]([CH:10]=1)=[CH:8][CH:7]=[C:6]([Cl:11])[CH:5]=2.Br[C:13]1[CH:14]=[N:15][N:16]([CH2:18][CH2:19][CH3:20])[CH:17]=1.P([O-])([O-])([O-])=O.[K+].[K+].[K+].CNCCNC. The catalyst is C1(C)C=CC=CC=1.[Cu]I. The product is [Cl:1][C:2]1[N:3]([C:13]2[CH:14]=[N:15][N:16]([CH2:18][CH2:19][CH3:20])[CH:17]=2)[C:4]2[C:9]([CH:10]=1)=[CH:8][CH:7]=[C:6]([Cl:11])[CH:5]=2. The yield is 0.360. (6) The reactants are Cl.[C:2]1([CH2:8][N:9]2[CH2:16][CH2:15][CH2:14][C@H:10]2[C:11]([OH:13])=O)[CH:7]=[CH:6][CH:5]=[CH:4][CH:3]=1.[CH:17]1[CH:18]=CC2N(O)N=[N:23][C:21]=2[CH:22]=1.CN1CCOCC1.N1CCCC1.CCN=C=NCCCN(C)C.Cl. The catalyst is C(Cl)Cl. The product is [C:2]1([CH2:8][N:9]2[CH2:16][CH2:15][CH2:14][C@H:10]2[C:11]([N:23]2[CH2:18][CH2:17][CH2:22][CH2:21]2)=[O:13])[CH:3]=[CH:4][CH:5]=[CH:6][CH:7]=1. The yield is 0.760. (7) The reactants are [F:1][C:2]1[CH:7]=[CH:6][CH:5]=[CH:4][C:3]=1[CH2:8][C:9]([OH:11])=[O:10].[C:12]1([C@@H:18](O)[CH3:19])[CH:17]=[CH:16][CH:15]=[CH:14][CH:13]=1.CCN=C=NCCCN(C)C. The catalyst is CN(C1C=CN=CC=1)C.C(Cl)Cl. The product is [F:1][C:2]1[CH:7]=[CH:6][CH:5]=[CH:4][C:3]=1[CH2:8][C:9]([O:11][C@H:18]([C:12]1[CH:17]=[CH:16][CH:15]=[CH:14][CH:13]=1)[CH3:19])=[O:10]. The yield is 0.920. (8) The reactants are [F:1][C:2]([F:26])([F:25])[CH:3]([C:16]1[CH:21]=[C:20]([Cl:22])[C:19]([Cl:23])=[C:18]([Cl:24])[CH:17]=1)/[CH:4]=[CH:5]/[C:6]1[CH:7]=[C:8]2[C:12](=[CH:13][CH:14]=1)[CH:11]([NH2:15])[CH2:10][CH2:9]2.[F:27][C:28]([F:34])([F:33])[CH2:29][C:30](O)=[O:31].CCN=C=NCCCN(C)C.Cl.C1C=CC2N(O)N=NC=2C=1.O.CCN(C(C)C)C(C)C. The catalyst is C(Cl)Cl. The product is [F:27][C:28]([F:34])([F:33])[CH2:29][C:30]([NH:15][CH:11]1[C:12]2[C:8](=[CH:7][C:6](/[CH:5]=[CH:4]/[CH:3]([C:16]3[CH:17]=[C:18]([Cl:24])[C:19]([Cl:23])=[C:20]([Cl:22])[CH:21]=3)[C:2]([F:1])([F:25])[F:26])=[CH:14][CH:13]=2)[CH2:9][CH2:10]1)=[O:31]. The yield is 0.650. (9) The product is [NH2:30][C:29]1[S:28][C:27]([C:39]2[CH2:43][CH2:42][CH2:41][CH:40]=2)=[N:26][C:25]=1[C:23]([NH:22][C:17]1[CH:18]=[N:19][N:20]([CH3:21])[C:16]=1[N:13]1[CH2:14][CH2:15][CH:10]([CH2:9][NH2:8])[CH2:11][CH2:12]1)=[O:24]. The reactants are C(OC([NH:8][CH2:9][CH:10]1[CH2:15][CH2:14][N:13]([C:16]2[N:20]([CH3:21])[N:19]=[CH:18][C:17]=2[NH:22][C:23]([C:25]2[N:26]=[C:27](Br)[S:28][C:29]=2[NH:30]C(=O)OC(C)(C)C)=[O:24])[CH2:12][CH2:11]1)=O)CCC.[C:39]1(B(O)O)[CH2:43][CH2:42][CH2:41][CH:40]=1. The yield is 0.290. No catalyst specified.